From a dataset of Peptide-MHC class I binding affinity with 185,985 pairs from IEDB/IMGT. Regression. Given a peptide amino acid sequence and an MHC pseudo amino acid sequence, predict their binding affinity value. This is MHC class I binding data. (1) The peptide sequence is CKNFLKQV. The MHC is H-2-Kb with pseudo-sequence H-2-Kb. The binding affinity (normalized) is 0.244. (2) The peptide sequence is DVDTSASEIK. The MHC is HLA-A31:01 with pseudo-sequence HLA-A31:01. The binding affinity (normalized) is 0.0567. (3) The peptide sequence is DGAEGINPY. The MHC is HLA-A29:02 with pseudo-sequence HLA-A29:02. The binding affinity (normalized) is 0.0847. (4) The peptide sequence is TVTGPVGQLW. The MHC is Mamu-B17 with pseudo-sequence Mamu-B17. The binding affinity (normalized) is 0.372.